Dataset: Full USPTO retrosynthesis dataset with 1.9M reactions from patents (1976-2016). Task: Predict the reactants needed to synthesize the given product. Given the product [CH3:26][O:27][C:28]1[CH:29]=[C:30]2[C:35](=[CH:36][C:37]=1[O:38][CH3:39])[N:34]=[CH:33][N:32]=[C:31]2[O:40][C:41]1[CH:42]=[C:43]([NH:44][C:13]([NH:12][C:11]2[N:7]([C:1]3[CH:2]=[CH:3][CH:4]=[CH:5][CH:6]=3)[N:8]=[C:9]([C:22]([F:23])([F:24])[F:25])[CH:10]=2)=[O:21])[CH:45]=[CH:46][CH:47]=1, predict the reactants needed to synthesize it. The reactants are: [C:1]1([N:7]2[C:11]([NH:12][C:13](=[O:21])OC3C=CC=CC=3)=[CH:10][C:9]([C:22]([F:25])([F:24])[F:23])=[N:8]2)[CH:6]=[CH:5][CH:4]=[CH:3][CH:2]=1.[CH3:26][O:27][C:28]1[CH:29]=[C:30]2[C:35](=[CH:36][C:37]=1[O:38][CH3:39])[N:34]=[CH:33][N:32]=[C:31]2[O:40][C:41]1[CH:42]=[C:43]([CH:45]=[CH:46][CH:47]=1)[NH2:44].C(N(CC)C(C)C)(C)C.